From a dataset of Full USPTO retrosynthesis dataset with 1.9M reactions from patents (1976-2016). Predict the reactants needed to synthesize the given product. (1) Given the product [CH3:1][CH2:2][C@@:3]1([OH:31])[C:8](=[O:9])[O:7][CH2:6][C:5]2[C:10]([N:12]3[C:29](=[CH:30][C:4]1=2)[C:28]1[N:27]=[C:17]2[CH:18]=[CH:19][C:20]([OH:26])=[C:21]([CH2:22][N:23]([CH3:24])[CH3:25])[C:16]2=[CH:15][C:14]=1[CH2:13]3)=[O:11], predict the reactants needed to synthesize it. The reactants are: [CH3:1][CH2:2][C@@:3]1([OH:31])[C:8](=[O:9])[O:7][CH2:6][C:5]2[C:10]([N:12]3[C:29](=[CH:30][C:4]1=2)[C:28]1[N:27]=[C:17]2[CH:18]=[CH:19][C:20]([OH:26])=[C:21]([CH2:22][N:23]([CH3:25])[CH3:24])[C:16]2=[CH:15][C:14]=1[CH2:13]3)=[O:11].Cl. (2) The reactants are: Cl[C:2]1[C:11]2=[N:12][N:13](CC3C=CC(OC)=CC=3)[CH:14]=[C:10]2[C:9]2[CH:8]=[C:7]([O:24][CH3:25])[CH:6]=[CH:5][C:4]=2[N:3]=1.[CH3:26][N:27]1[CH2:32][CH2:31][N:30]([C:33]2[N:38]=[CH:37][C:36]([NH2:39])=[CH:35][N:34]=2)[CH2:29][CH2:28]1.Cl. Given the product [CH3:25][O:24][C:7]1[CH:6]=[CH:5][C:4]2[N:3]=[C:2]([NH:39][C:36]3[CH:35]=[N:34][C:33]([N:30]4[CH2:31][CH2:32][N:27]([CH3:26])[CH2:28][CH2:29]4)=[N:38][CH:37]=3)[C:11]3=[N:12][NH:13][CH:14]=[C:10]3[C:9]=2[CH:8]=1, predict the reactants needed to synthesize it.